Task: Predict the reactants needed to synthesize the given product.. Dataset: Full USPTO retrosynthesis dataset with 1.9M reactions from patents (1976-2016) (1) Given the product [Cl:8][C:6]1[N:5]=[C:4]([CH2:9][O:10][CH3:11])[N:3]=[C:2]([NH:22][CH2:21][CH2:20][C:14]2[CH:15]=[CH:16][C:17]([Cl:19])=[CH:18][C:13]=2[Cl:12])[CH:7]=1, predict the reactants needed to synthesize it. The reactants are: Cl[C:2]1[CH:7]=[C:6]([Cl:8])[N:5]=[C:4]([CH2:9][O:10][CH3:11])[N:3]=1.[Cl:12][C:13]1[CH:18]=[C:17]([Cl:19])[CH:16]=[CH:15][C:14]=1[CH2:20][CH2:21][NH2:22].C(=O)(O)[O-].[Na+].O. (2) Given the product [OH:1][C:2]1[CH:19]=[C:18]2[C:5]([C@@:6]3([CH3:25])[C@H:15]([CH2:16][S:17]2(=[O:21])=[O:20])[C@:14]2([CH3:22])[C@H:9]([C:10]([CH3:23])([CH3:24])[CH2:11][CH2:12][CH2:13]2)[CH2:8][CH2:7]3)=[C:4]([C:26]([NH:65][CH2:64][C:63]([O:62][CH3:61])=[O:66])=[O:27])[CH:3]=1, predict the reactants needed to synthesize it. The reactants are: [OH:1][C:2]1[CH:19]=[C:18]2[C:5]([C@@:6]3([CH3:25])[C@H:15]([CH2:16][S:17]2(=[O:21])=[O:20])[C@:14]2([CH3:22])[C@H:9]([C:10]([CH3:24])([CH3:23])[CH2:11][CH2:12][CH2:13]2)[CH2:8][CH2:7]3)=[C:4]([C:26](O)=[O:27])[CH:3]=1.CN(C(ON1N=NC2C=CC=NC1=2)=[N+](C)C)C.F[P-](F)(F)(F)(F)F.CN1CCOCC1.Cl.[CH3:61][O:62][C:63](=[O:66])[CH2:64][NH2:65]. (3) Given the product [I:19][C:5]1[CH:6]=[C:7]2[C:12]3=[C:3]([CH2:2][O:1][C:21]([CH3:26])([CH3:22])[N:11]3[CH:10]=[C:9]([C:13]([O:15][CH3:16])=[O:14])[C:8]2=[O:18])[CH:4]=1, predict the reactants needed to synthesize it. The reactants are: [OH:1][CH2:2][C:3]1[CH:4]=[C:5]([I:19])[CH:6]=[C:7]2[C:12]=1[NH:11][CH:10]=[C:9]([C:13]([O:15][CH2:16]C)=[O:14])[C:8]2=[O:18].O.[C:21]1(C)[CH:26]=CC(S(O)(=O)=O)=C[CH:22]=1.COC(OC)(C)C. (4) Given the product [NH2:21][CH:2]([C:5]1[N:6]([C:15]2[CH:20]=[CH:19][CH:18]=[CH:17][CH:16]=2)[C:7](=[O:14])[C:8]2[S:13][CH:12]=[CH:11][C:9]=2[N:10]=1)[CH2:3][CH3:4], predict the reactants needed to synthesize it. The reactants are: Cl[CH:2]([C:5]1[N:6]([C:15]2[CH:20]=[CH:19][CH:18]=[CH:17][CH:16]=2)[C:7](=[O:14])[C:8]2[S:13][CH:12]=[CH:11][C:9]=2[N:10]=1)[CH2:3][CH3:4].[NH3:21]. (5) Given the product [N+:1]([C:4]1[CH:5]=[N:6][CH:7]=[CH:8][C:9]=1[C:10]1[O:15][C@H:14]([C:16]#[N:45])[C@@H:13]([O:18][Si:19]([CH:23]([CH3:25])[CH3:24])([CH:26]([CH3:28])[CH3:27])[CH:20]([CH3:22])[CH3:21])[C@H:12]([O:29][Si:30]([CH:31]([CH3:32])[CH3:33])([CH:34]([CH3:36])[CH3:35])[CH:37]([CH3:38])[CH3:39])[CH:11]=1)([O-:3])=[O:2], predict the reactants needed to synthesize it. The reactants are: [N+:1]([C:4]1[CH:5]=[N:6][CH:7]=[CH:8][C:9]=1[C:10]1[O:15][C@H:14]([CH:16]=O)[C@@H:13]([O:18][Si:19]([CH:26]([CH3:28])[CH3:27])([CH:23]([CH3:25])[CH3:24])[CH:20]([CH3:22])[CH3:21])[C@H:12]([O:29][Si:30]([CH:37]([CH3:39])[CH3:38])([CH:34]([CH3:36])[CH3:35])[CH:31]([CH3:33])[CH3:32])[CH:11]=1)([O-:3])=[O:2].ON.C[O-].[Na+].[N:45]1C=CC=CC=1.C(OC(=O)C)(=O)C.C([O-])(=O)C.[Na+]. (6) Given the product [CH2:5]([N:7]1[CH2:8][CH:9]([C:11]2[CH:16]=[CH:15][CH:14]=[CH:13][CH:12]=2)[O:10][C:1](=[O:2])[CH2:3]1)[CH3:6], predict the reactants needed to synthesize it. The reactants are: [CH:1]([CH:3]=O)=[O:2].[CH2:5]([NH:7][CH2:8][CH:9]([C:11]1[CH:16]=[CH:15][CH:14]=[CH:13][CH:12]=1)[OH:10])[CH3:6]. (7) Given the product [OH:2]/[N:3]=[CH:4]/[C:6]12[CH2:12][C:9]([C:13]([O:15][CH3:16])=[O:14])([CH2:10][CH2:11]1)[CH2:8][CH2:7]2, predict the reactants needed to synthesize it. The reactants are: Cl.[OH:2][NH2:3].[CH:4]([C:6]12[CH2:12][C:9]([C:13]([O:15][CH3:16])=[O:14])([CH2:10][CH2:11]1)[CH2:8][CH2:7]2)=O.C(=O)([O-])O.[Na+]. (8) Given the product [F:4][C:2]([C:5]1[O:9][C:8]([CH2:10][N:11]2[CH:15]=[CH:14][C:13]([NH:16][C:27](=[O:28])/[CH:26]=[CH:25]/[C:21]3[CH:22]=[CH:23][CH:24]=[C:19]([O:18][CH3:17])[CH:20]=3)=[N:12]2)=[CH:7][CH:6]=1)([F:1])[CH3:3], predict the reactants needed to synthesize it. The reactants are: [F:1][C:2]([C:5]1[O:9][C:8]([CH2:10][N:11]2[CH:15]=[CH:14][C:13]([NH2:16])=[N:12]2)=[CH:7][CH:6]=1)([F:4])[CH3:3].[CH3:17][O:18][C:19]1[CH:20]=[C:21](/[CH:25]=[CH:26]/[C:27](O)=[O:28])[CH:22]=[CH:23][CH:24]=1.